From a dataset of Full USPTO retrosynthesis dataset with 1.9M reactions from patents (1976-2016). Predict the reactants needed to synthesize the given product. (1) Given the product [CH2:1]([O:8][C:9](=[O:46])[NH:10][C@H:11]([C:13](=[O:45])[NH:14][C@H:15]([C:26](=[O:44])[NH:27][C@@H:28]([CH2:37][C:38]1[CH:43]=[CH:42][CH:41]=[CH:40][CH:39]=1)[C:29]([C:31](=[O:36])[NH:32][CH:33]1[CH2:34][CH2:35]1)=[O:30])[CH2:16][C:17]1[C:25]2[C:20](=[CH:21][CH:22]=[CH:23][CH:24]=2)[NH:19][CH:18]=1)[CH3:12])[C:2]1[CH:7]=[CH:6][CH:5]=[CH:4][CH:3]=1, predict the reactants needed to synthesize it. The reactants are: [CH2:1]([O:8][C:9](=[O:46])[NH:10][C@H:11]([C:13](=[O:45])[NH:14][C@H:15]([C:26](=[O:44])[NH:27][C@@H:28]([CH2:37][C:38]1[CH:43]=[CH:42][CH:41]=[CH:40][CH:39]=1)[CH:29]([C:31](=[O:36])[NH:32][CH:33]1[CH2:35][CH2:34]1)[OH:30])[CH2:16][C:17]1[C:25]2[C:20](=[CH:21][CH:22]=[CH:23][CH:24]=2)[NH:19][CH:18]=1)[CH3:12])[C:2]1[CH:7]=[CH:6][CH:5]=[CH:4][CH:3]=1.CC(OI1(OC(C)=O)(OC(C)=O)OC(=O)C2C=CC=CC1=2)=O. (2) Given the product [C:8]1([CH:7]2[O:6][CH:3]([CH:2]=[CH2:1])[CH2:4][O:5]2)[CH:13]=[CH:12][CH:11]=[CH:10][CH:9]=1, predict the reactants needed to synthesize it. The reactants are: [CH2:1]=[CH:2][CH:3]([OH:6])[CH2:4][OH:5].[CH:7](=O)[C:8]1[CH:13]=[CH:12][CH:11]=[CH:10][CH:9]=1.